Dataset: Peptide-MHC class II binding affinity with 134,281 pairs from IEDB. Task: Regression. Given a peptide amino acid sequence and an MHC pseudo amino acid sequence, predict their binding affinity value. This is MHC class II binding data. (1) The peptide sequence is TTRQYANASIGLFGA. The MHC is DRB1_1501 with pseudo-sequence DRB1_1501. The binding affinity (normalized) is 0.133. (2) The peptide sequence is SQVHIRRPGGAGRDG. The MHC is HLA-DQA10401-DQB10402 with pseudo-sequence HLA-DQA10401-DQB10402. The binding affinity (normalized) is 0.0594. (3) The peptide sequence is MGNCNGASKSNQPDS. The MHC is DRB1_0101 with pseudo-sequence DRB1_0101. The binding affinity (normalized) is 0.176. (4) The peptide sequence is IVYWKQWLSLKNLTQ. The MHC is DRB1_0801 with pseudo-sequence DRB1_0801. The binding affinity (normalized) is 0. (5) The peptide sequence is EPFPKRVWEQIFSTW. The MHC is DRB5_0101 with pseudo-sequence DRB5_0101. The binding affinity (normalized) is 0.421. (6) The peptide sequence is GVDYTITVYAVTYYK. The MHC is DRB1_1501 with pseudo-sequence DRB1_1501. The binding affinity (normalized) is 0.792.